This data is from Forward reaction prediction with 1.9M reactions from USPTO patents (1976-2016). The task is: Predict the product of the given reaction. The product is: [C:1]1([CH2:7][CH2:8][C:9]([C:11]2[CH:12]=[CH:13][C:14]3[O:19][CH2:18][C:17](=[O:20])[NH:16][C:15]=3[CH:21]=2)=[O:10])[CH:6]=[CH:5][CH:4]=[CH:3][CH:2]=1. Given the reactants [C:1]1([CH:7]=[CH:8][C:9]([C:11]2[CH:12]=[CH:13][C:14]3[O:19][CH2:18][C:17](=[O:20])[NH:16][C:15]=3[CH:21]=2)=[O:10])[CH:6]=[CH:5][CH:4]=[CH:3][CH:2]=1.C(O)C, predict the reaction product.